Dataset: Catalyst prediction with 721,799 reactions and 888 catalyst types from USPTO. Task: Predict which catalyst facilitates the given reaction. Reactant: O1CCCCC1[O:7][C@@H:8]1[CH:12]2[O:13][CH2:14][C@@H:15]([O:16][C:17](=[O:45])[C:18]3[CH:23]=[CH:22][C:21]([O:24][C:25](=[O:44])[C:26]4[CH:31]=[CH:30][C:29]([O:32][CH2:33][CH2:34][CH2:35][CH2:36][CH2:37][CH2:38][O:39][C:40](=[O:43])[CH:41]=[CH2:42])=[CH:28][CH:27]=4)=[CH:20][CH:19]=3)[CH:11]2[O:10][CH2:9]1.C1(C)C=CC(S([O-])(=O)=O)=CC=1.[NH+]1C=CC=CC=1.COC1C=CC(O)=CC=1. Product: [OH:7][C@@H:8]1[CH:12]2[O:13][CH2:14][C@@H:15]([O:16][C:17](=[O:45])[C:18]3[CH:23]=[CH:22][C:21]([O:24][C:25](=[O:44])[C:26]4[CH:31]=[CH:30][C:29]([O:32][CH2:33][CH2:34][CH2:35][CH2:36][CH2:37][CH2:38][O:39][C:40](=[O:43])[CH:41]=[CH2:42])=[CH:28][CH:27]=4)=[CH:20][CH:19]=3)[CH:11]2[O:10][CH2:9]1. The catalyst class is: 8.